Dataset: Peptide-MHC class II binding affinity with 134,281 pairs from IEDB. Task: Regression. Given a peptide amino acid sequence and an MHC pseudo amino acid sequence, predict their binding affinity value. This is MHC class II binding data. (1) The binding affinity (normalized) is 0.208. The MHC is HLA-DPA10201-DPB11401 with pseudo-sequence HLA-DPA10201-DPB11401. The peptide sequence is CNANPGLMKDVAKVF. (2) The binding affinity (normalized) is 0.384. The MHC is DRB1_0401 with pseudo-sequence DRB1_0401. The peptide sequence is AGFKGEQGAKGEP. (3) The peptide sequence is EKKWFAATQFEPLAA. The MHC is DRB1_1001 with pseudo-sequence DRB1_1001. The binding affinity (normalized) is 0.522. (4) The peptide sequence is KINDKCPSTGEAHLA. The MHC is DRB1_0401 with pseudo-sequence DRB1_0401. The binding affinity (normalized) is 0.0699. (5) The peptide sequence is SFLQNPQTSLCFSES. The MHC is DRB1_1501 with pseudo-sequence DRB1_1501. The binding affinity (normalized) is 0.188.